From a dataset of Catalyst prediction with 721,799 reactions and 888 catalyst types from USPTO. Predict which catalyst facilitates the given reaction. Reactant: [Br:1][C:2]1[C:3](=[O:26])[N:4]([CH2:18][CH2:19][C:20]2[CH:25]=[CH:24][CH:23]=[CH:22][CH:21]=2)[C:5]([C:9]2[CH:14]=[CH:13][CH:12]=[C:11]([O:15]C)[C:10]=2[F:17])=[N:6][C:7]=1[CH3:8].B(Br)(Br)Br. Product: [Br:1][C:2]1[C:3](=[O:26])[N:4]([CH2:18][CH2:19][C:20]2[CH:25]=[CH:24][CH:23]=[CH:22][CH:21]=2)[C:5]([C:9]2[CH:14]=[CH:13][CH:12]=[C:11]([OH:15])[C:10]=2[F:17])=[N:6][C:7]=1[CH3:8]. The catalyst class is: 2.